This data is from Reaction yield outcomes from USPTO patents with 853,638 reactions. The task is: Predict the reaction yield, written as a fraction of the theoretical maximum amount of product (1.0 means a 100% yield; for example, 0.34 means a 34% yield). (1) The reactants are C([O-])([O-])=O.[K+].[K+].[OH:7][C:8]1[C:17]2[C:12](=[CH:13][CH:14]=[CH:15][CH:16]=2)[C:11]([CH2:18][C:19]([O:21][CH2:22][CH3:23])=[O:20])=[C:10]([N+:24]([O-:26])=[O:25])[CH:9]=1.[CH2:27](Br)[C:28]1[CH:33]=[CH:32][CH:31]=[CH:30][CH:29]=1. The catalyst is CC(C)=O. The product is [CH2:27]([O:7][C:8]1[C:17]2[C:12](=[CH:13][CH:14]=[CH:15][CH:16]=2)[C:11]([CH2:18][C:19]([O:21][CH2:22][CH3:23])=[O:20])=[C:10]([N+:24]([O-:26])=[O:25])[CH:9]=1)[C:28]1[CH:33]=[CH:32][CH:31]=[CH:30][CH:29]=1. The yield is 0.630. (2) The product is [NH2:1][C:2]1[CH2:3][C:4]([C:14]([N:16]([CH2:20][CH2:21][CH3:22])[CH2:17][CH2:18][CH3:19])=[O:15])=[CH:5][C:6]2[CH:12]=[CH:11][C:10]([C:30]3[CH:29]=[CH:28][C:27]([CH:25]([OH:26])[CH2:36][OH:37])=[CH:32][CH:31]=3)=[CH:9][C:7]=2[N:8]=1. The catalyst is C(#N)C.CCOC(C)=O.C1C=CC([P]([Pd]([P](C2C=CC=CC=2)(C2C=CC=CC=2)C2C=CC=CC=2)([P](C2C=CC=CC=2)(C2C=CC=CC=2)C2C=CC=CC=2)[P](C2C=CC=CC=2)(C2C=CC=CC=2)C2C=CC=CC=2)(C2C=CC=CC=2)C2C=CC=CC=2)=CC=1. The reactants are [NH2:1][C:2]1[CH2:3][C:4]([C:14]([N:16]([CH2:20][CH2:21][CH3:22])[CH2:17][CH2:18][CH3:19])=[O:15])=[CH:5][C:6]2[CH:12]=[CH:11][C:10](Br)=[CH:9][C:7]=2[N:8]=1.CO[C:25]([C:27]1[CH:32]=[CH:31][C:30](B(O)O)=[CH:29][CH:28]=1)=[O:26].[C:36](=O)([O-])[O-:37].[K+].[K+]. The yield is 0.190. (3) The yield is 0.780. The reactants are [CH3:1][N:2]([CH3:11])[C:3]1[CH:8]=[CH:7][CH:6]=[CH:5][C:4]=1[CH2:9][OH:10].CC(OI1(OC(C)=O)(OC(C)=O)OC(=O)C2C=CC=CC1=2)=O.C([O-])(O)=O.[Na+]. The product is [CH3:1][N:2]([CH3:11])[C:3]1[CH:8]=[CH:7][CH:6]=[CH:5][C:4]=1[CH:9]=[O:10]. The catalyst is C(Cl)Cl. (4) The reactants are Br[C:2]1[CH:3]=[C:4]2[C:10]([C:11]3[S:12][CH:13]=[CH:14][N:15]=3)=[CH:9][N:8](S(C3C=CC(C)=CC=3)(=O)=O)[C:5]2=[N:6][CH:7]=1.[N:26]1[CH:31]=[CH:30][CH:29]=[C:28](B(O)O)[CH:27]=1.C(#N)C.C([O-])(O)=O.[Na+]. The catalyst is C(OCC)(=O)C. The product is [N:26]1[CH:31]=[CH:30][CH:29]=[C:28]([C:2]2[CH:3]=[C:4]3[C:10]([C:11]4[S:12][CH:13]=[CH:14][N:15]=4)=[CH:9][NH:8][C:5]3=[N:6][CH:7]=2)[CH:27]=1. The yield is 0.760.